From a dataset of Full USPTO retrosynthesis dataset with 1.9M reactions from patents (1976-2016). Predict the reactants needed to synthesize the given product. Given the product [CH2:1]([C:4]1[CH:15]=[CH:14][C:7]2[O:8][CH:9]([C:11](=[O:13])[CH3:12])[O:10][C:6]=2[CH:5]=1)[CH:2]=[CH:3][CH2:16][CH2:17][CH3:18], predict the reactants needed to synthesize it. The reactants are: [CH2:1]([C:4]1[CH:15]=[CH:14][C:7]2[O:8][CH:9]([C:11](=[O:13])[CH3:12])[O:10][C:6]=2[CH:5]=1)[CH:2]=[CH2:3].[CH2:16]=[CH:17][CH2:18]CC.